This data is from Reaction yield outcomes from USPTO patents with 853,638 reactions. The task is: Predict the reaction yield, written as a fraction of the theoretical maximum amount of product (1.0 means a 100% yield; for example, 0.34 means a 34% yield). (1) The reactants are Cl[S:2]([C:5]1[CH:6]=[C:7]2[C:11](=[CH:12][CH:13]=1)[NH:10][C:9](=[O:14])[CH2:8]2)(=[O:4])=[O:3].[OH-].[NH4+:16]. The catalyst is C(O)C. The product is [NH2:16][S:2]([C:5]1[CH:6]=[C:7]2[C:11](=[CH:12][CH:13]=1)[NH:10][C:9](=[O:14])[CH2:8]2)(=[O:4])=[O:3]. The yield is 0.200. (2) The reactants are C1(C([O:14][C:15](=[O:36])[C:16]([OH:35])=[CH:17][C:18]([C:20]2[C:28]3[C:23](=[CH:24][CH:25]=[C:26]([Cl:29])[CH:27]=3)[N:22]([C:30](=[O:34])[N:31]([CH3:33])[CH3:32])[CH:21]=2)=[O:19])C2C=CC=CC=2)C=CC=CC=1.FC(F)(F)C(O)=O. The catalyst is ClCCl. The product is [CH3:33][N:31]([CH3:32])[C:30]([N:22]1[C:23]2[C:28](=[CH:27][C:26]([Cl:29])=[CH:25][CH:24]=2)[C:20]([C:18](=[O:19])[CH:17]=[C:16]([OH:35])[C:15]([OH:36])=[O:14])=[CH:21]1)=[O:34]. The yield is 0.670. (3) The reactants are [CH2:1]([N:3]1[C:11]2[N:10]=[C:9]([O:12][C:13]3[CH:18]=[CH:17][CH:16]=[C:15]([O:19][C:20]([F:23])([F:22])[F:21])[CH:14]=3)[NH:8][C:7]=2[C:6](=[O:24])[N:5]([CH2:25][CH2:26][CH2:27][OH:28])[C:4]1=[O:29])[CH3:2].Cl[CH2:31][C:32]1[CH:33]=[CH:34][C:35]([CH3:38])=[N:36][CH:37]=1.C(=O)([O-])[O-].[K+].[K+]. The catalyst is CN(C=O)C.CCCC[N+](CCCC)(CCCC)CCCC.[I-]. The product is [CH2:1]([N:3]1[C:11]2[N:10]=[C:9]([O:12][C:13]3[CH:18]=[CH:17][CH:16]=[C:15]([O:19][C:20]([F:22])([F:23])[F:21])[CH:14]=3)[N:8]([CH2:31][C:32]3[CH:37]=[N:36][C:35]([CH3:38])=[CH:34][CH:33]=3)[C:7]=2[C:6](=[O:24])[N:5]([CH2:25][CH2:26][CH2:27][OH:28])[C:4]1=[O:29])[CH3:2]. The yield is 0.448.